From a dataset of Forward reaction prediction with 1.9M reactions from USPTO patents (1976-2016). Predict the product of the given reaction. (1) Given the reactants [C:1]([O:5][C:6]([N:8]1[CH2:13][CH2:12][CH:11]([C:14]2[N:15]([CH2:27][C:28]#[N:29])[CH:16]=[C:17]([C:19]3[CH:24]=[CH:23][C:22]([F:25])=[C:21]([Cl:26])[CH:20]=3)[N:18]=2)[CH2:10][CH2:9]1)=[O:7])([CH3:4])([CH3:3])[CH3:2].[BH4-].[Na+], predict the reaction product. The product is: [C:1]([O:5][C:6]([N:8]1[CH2:13][CH2:12][CH:11]([C:14]2[N:15]([CH2:27][CH2:28][NH2:29])[CH:16]=[C:17]([C:19]3[CH:24]=[CH:23][C:22]([F:25])=[C:21]([Cl:26])[CH:20]=3)[N:18]=2)[CH2:10][CH2:9]1)=[O:7])([CH3:4])([CH3:3])[CH3:2]. (2) The product is: [CH3:33][N:34]([CH3:41])[CH:35]1[CH2:40][CH2:39][N:38]([C:24]([NH:23][C:19]2[CH:18]=[C:17]([O:16][C:13]3[CH:14]=[N:15][C:10]([NH:9][C:8]([NH:7][C:1](=[O:6])[C:2]([CH3:3])([CH3:5])[CH3:4])=[O:30])=[CH:11][CH:12]=3)[CH:22]=[CH:21][N:20]=2)=[O:29])[CH2:37][CH2:36]1. Given the reactants [C:1]([NH:7][C:8](=[O:30])[NH:9][C:10]1[N:15]=[CH:14][C:13]([O:16][C:17]2[CH:22]=[CH:21][N:20]=[C:19]([NH:23][C:24](=[O:29])OC(C)=C)[CH:18]=2)=[CH:12][CH:11]=1)(=[O:6])[C:2]([CH3:5])([CH3:4])[CH3:3].Cl.Cl.[CH3:33][N:34]([CH3:41])[CH:35]1[CH2:40][CH2:39][NH:38][CH2:37][CH2:36]1.CN1CCCC1, predict the reaction product. (3) Given the reactants [NH2:1][C:2]1[CH:3]=[CH:4][CH:5]=[C:6]2[C:11]=1[CH:10]=[C:9]([OH:12])[CH:8]=[CH:7]2.[C:13]([O:17][C:18](O[C:18]([O:17][C:13]([CH3:16])([CH3:15])[CH3:14])=[O:19])=[O:19])([CH3:16])([CH3:15])[CH3:14], predict the reaction product. The product is: [OH:12][C:9]1[CH:10]=[C:11]2[C:6]([CH:5]=[CH:4][CH:3]=[C:2]2[NH:1][C:18](=[O:19])[O:17][C:13]([CH3:16])([CH3:15])[CH3:14])=[CH:7][CH:8]=1.